Dataset: Full USPTO retrosynthesis dataset with 1.9M reactions from patents (1976-2016). Task: Predict the reactants needed to synthesize the given product. (1) Given the product [C:3]([N:2]([CH3:1])[C:6]1[CH:11]=[CH:10][C:9]([S:13]([Cl:12])(=[O:15])=[O:14])=[CH:8][CH:7]=1)(=[O:5])[CH3:4], predict the reactants needed to synthesize it. The reactants are: [CH3:1][N:2]([C:6]1[CH:11]=[CH:10][CH:9]=[CH:8][CH:7]=1)[C:3](=[O:5])[CH3:4].[Cl:12][S:13](O)(=[O:15])=[O:14]. (2) The reactants are: [C:1]([NH:9][C:10]1[CH:15]=[CH:14][C:13]([NH:16][C:17]2[CH:26]=[CH:25][N:24]=[C:23]3[C:18]=2[C:19]2[CH:31]=[CH:30][C:29]([C:32](O)=[O:33])=[CH:28][C:20]=2[C:21](=[O:27])[NH:22]3)=[CH:12][CH:11]=1)(=[O:8])[C:2]1[CH:7]=[CH:6][CH:5]=[CH:4][CH:3]=1.[CH3:35][N:36]1[CH2:41][CH2:40][N:39]([CH2:42][CH2:43][NH2:44])[CH2:38][CH2:37]1. Given the product [C:1]([NH:9][C:10]1[CH:11]=[CH:12][C:13]([NH:16][C:17]2[CH:26]=[CH:25][N:24]=[C:23]3[C:18]=2[C:19]2[CH:31]=[CH:30][C:29]([C:32]([NH:44][CH2:43][CH2:42][N:39]4[CH2:40][CH2:41][N:36]([CH3:35])[CH2:37][CH2:38]4)=[O:33])=[CH:28][C:20]=2[C:21](=[O:27])[NH:22]3)=[CH:14][CH:15]=1)(=[O:8])[C:2]1[CH:3]=[CH:4][CH:5]=[CH:6][CH:7]=1, predict the reactants needed to synthesize it. (3) Given the product [CH3:33][C:34]([CH3:38])([CH3:37])[C:35]#[C:36][C:21]1[S:22][CH:23]=[CH:24][N:25]=1, predict the reactants needed to synthesize it. The reactants are: C1(P(C2C=CC=CC=2)C2C=CC=CC=2)C=CC=CC=1.Br[C:21]1[S:22][CH:23]=[CH:24][N:25]=1.C(=O)([O-])[O-].[K+].[K+].O.[CH3:33][C:34]([CH3:38])([CH3:37])[C:35]#[CH:36]. (4) Given the product [Cl:16][C:17]1[CH:18]=[C:19]([CH:22]=[CH:23][CH:24]=1)[CH2:20][N:1]1[CH2:2][CH2:3][CH:4]([NH:7][C:8]2[N:13]=[N:12][C:11]([C:14]#[N:15])=[CH:10][CH:9]=2)[CH2:5][CH2:6]1, predict the reactants needed to synthesize it. The reactants are: [NH:1]1[CH2:6][CH2:5][CH:4]([NH:7][C:8]2[N:13]=[N:12][C:11]([C:14]#[N:15])=[CH:10][CH:9]=2)[CH2:3][CH2:2]1.[Cl:16][C:17]1[CH:18]=[C:19]([CH:22]=[CH:23][CH:24]=1)[CH2:20]Br.C(N(C(C)C)CC)(C)C. (5) Given the product [CH3:1][O:2][C:3]1[CH:4]=[C:5]2[C:10](=[CH:11][C:12]=1[O:13][CH3:14])[N:9]=[CH:8][CH:7]=[C:6]2[O:15][C:16]1[CH:22]=[CH:21][C:19]([NH:20][C:29](=[O:35])[O:28][CH:26]2[CH2:42][CH2:43][N:38]([CH3:37])[CH2:39][CH2:40]2)=[C:18]([CH3:23])[C:17]=1[CH3:24], predict the reactants needed to synthesize it. The reactants are: [CH3:1][O:2][C:3]1[CH:4]=[C:5]2[C:10](=[CH:11][C:12]=1[O:13][CH3:14])[N:9]=[CH:8][CH:7]=[C:6]2[O:15][C:16]1[CH:22]=[CH:21][C:19]([NH2:20])=[C:18]([CH3:23])[C:17]=1[CH3:24].Cl[C:26](Cl)([O:28][C:29](=[O:35])OC(Cl)(Cl)Cl)Cl.[CH3:37][N:38]1[CH2:43][CH2:42]C(O)[CH2:40][CH2:39]1.C(=O)(O)[O-].[Na+]. (6) Given the product [Cl:14][C:9]1[CH:8]=[C:7]([C:6]2[S:5][C:4]([C:15]([O:17][CH2:18][CH3:19])=[O:16])=[CH:3][C:2]=2[C:24]2[CH:25]=[CH:26][C:27]([F:28])=[C:22]([C:20]#[N:21])[CH:23]=2)[CH:12]=[C:11]([F:13])[CH:10]=1, predict the reactants needed to synthesize it. The reactants are: Br[C:2]1[CH:3]=[C:4]([C:15]([O:17][CH2:18][CH3:19])=[O:16])[S:5][C:6]=1[C:7]1[CH:12]=[C:11]([F:13])[CH:10]=[C:9]([Cl:14])[CH:8]=1.[C:20]([C:22]1[CH:23]=[C:24](B(O)O)[CH:25]=[CH:26][C:27]=1[F:28])#[N:21].C(=O)([O-])[O-].[Cs+].[Cs+].C1(P(C2CCCCC2)C2C=CC=CC=2C2C(C(C)C)=CC(C(C)C)=CC=2C(C)C)CCCCC1. (7) Given the product [F:1][C:2]1[CH:3]=[C:4]([C:16]2[CH:21]=[CH:20][C:19]([C:22]3[CH:27]=[CH:26][N:25]=[CH:24][C:23]=3[NH:28][S:29]([CH:32]([CH3:34])[CH3:33])(=[O:30])=[O:31])=[CH:18][CH:17]=2)[CH:5]=[C:6]([F:15])[C:7]=1[OH:8], predict the reactants needed to synthesize it. The reactants are: [F:1][C:2]1[CH:3]=[C:4]([C:16]2[CH:21]=[CH:20][C:19]([C:22]3[CH:27]=[CH:26][N:25]=[CH:24][C:23]=3[NH:28][S:29]([CH:32]([CH3:34])[CH3:33])(=[O:31])=[O:30])=[CH:18][CH:17]=2)[CH:5]=[C:6]([F:15])[C:7]=1[O:8]C(=O)C(C)(C)C.[OH-].[Na+].Cl. (8) Given the product [N+:19]([C:18]1[CH:9]=[N:10][C:11]2[C:16]([C:17]=1[NH2:32])=[CH:15][CH:14]=[CH:13][CH:12]=2)([O-:21])=[O:20].[N+:41]([C:40]1[CH:31]=[N:32][C:33]2[C:38]([C:39]=1[NH2:49])=[N:37][CH:36]=[CH:35][CH:34]=2)([O-:43])=[O:42], predict the reactants needed to synthesize it. The reactants are: C(O[C:9]1[C:18]([N+:19]([O-:21])=[O:20])=[C:17](Cl)[C:16]2[C:11](=[CH:12][CH:13]=[CH:14][CH:15]=2)[N:10]=1)C1C=CC=CC=1.C(O[C:31]1[C:40]([N+:41]([O-:43])=[O:42])=[C:39](Cl)[C:38]2[C:33](=[CH:34][CH:35]=[CH:36][N:37]=2)[N:32]=1)C1C=CC=CC=1.C([NH2:49])(C)(C)C. (9) Given the product [CH:21]1([C@H:19]([NH:18][C:4]2[CH:3]=[C:2]([NH:30][C@@H:28]([CH:25]3[CH2:27][CH2:26]3)[CH3:29])[N:7]=[C:6]([C:8]3[CH:13]=[CH:12][CH:11]=[C:10]([C:14]([F:17])([F:16])[F:15])[N:9]=3)[N:5]=2)[CH3:20])[CH2:23][CH2:22]1, predict the reactants needed to synthesize it. The reactants are: Cl[C:2]1[N:7]=[C:6]([C:8]2[CH:13]=[CH:12][CH:11]=[C:10]([C:14]([F:17])([F:16])[F:15])[N:9]=2)[N:5]=[C:4]([NH:18][C@@H:19]([CH:21]2[CH2:23][CH2:22]2)[CH3:20])[CH:3]=1.Cl.[CH:25]1([C@H:28]([NH2:30])[CH3:29])[CH2:27][CH2:26]1.CCN(C(C)C)C(C)C.C1([C@H](N)C)CC1. (10) Given the product [CH3:12][C:9]1[CH:8]=[CH:7][C:6]2[C:11](=[C:2]([NH:23][C:24]3[S:25][CH:26]=[C:27]([CH3:29])[N:28]=3)[N:3]=[CH:4][C:5]=2[C:17]2[CH:18]=[CH:19][N:14]=[CH:15][CH:16]=2)[N:10]=1, predict the reactants needed to synthesize it. The reactants are: Cl[C:2]1[N:3]=[CH:4][C:5](I)=[C:6]2[C:11]=1[N:10]=[C:9]([CH3:12])[CH:8]=[CH:7]2.[N:14]1[CH:19]=[CH:18][C:17](B(O)O)=[CH:16][CH:15]=1.[NH2:23][C:24]1[S:25][CH:26]=[C:27]([CH3:29])[N:28]=1.